From a dataset of Full USPTO retrosynthesis dataset with 1.9M reactions from patents (1976-2016). Predict the reactants needed to synthesize the given product. (1) Given the product [Br:1][C:2]1[N:7]2[N:8]=[C:9]([NH:11][C:13]3[CH:18]=[CH:17][CH:16]=[CH:15][CH:14]=3)[N:10]=[C:6]2[CH:5]=[CH:4][CH:3]=1, predict the reactants needed to synthesize it. The reactants are: [Br:1][C:2]1[N:7]2[N:8]=[C:9]([NH2:11])[N:10]=[C:6]2[CH:5]=[CH:4][CH:3]=1.I[C:13]1[CH:18]=[CH:17][CH:16]=[CH:15][CH:14]=1.CC(C)([O-])C.[Na+].C1(P(C2C=CC=CC=2)C2C3OC4C(=CC=CC=4P(C4C=CC=CC=4)C4C=CC=CC=4)C(C)(C)C=3C=CC=2)C=CC=CC=1.O.[Cl-].[Na+].O. (2) Given the product [ClH:1].[Cl:13][CH2:12][C:4]1[N:3]=[C:2]([N:22]([C:19]2[CH:20]=[CH:21][C:16]([O:15][CH3:14])=[CH:17][CH:18]=2)[CH3:23])[C:11]2[C:6](=[CH:7][CH:8]=[CH:9][CH:10]=2)[N:5]=1, predict the reactants needed to synthesize it. The reactants are: [Cl:1][C:2]1[C:11]2[C:6](=[CH:7][CH:8]=[CH:9][CH:10]=2)[N:5]=[C:4]([CH2:12][Cl:13])[N:3]=1.[CH3:14][O:15][C:16]1[CH:21]=[CH:20][C:19]([NH:22][CH3:23])=[CH:18][CH:17]=1.Cl. (3) Given the product [CH2:11]([O:10][C:8]([C:7]1[C:2]([NH2:1])=[N:3][C:4]([N:18]2[CH2:19][CH2:20][N:15]([CH3:14])[CH2:16][CH2:17]2)=[N:5][CH:6]=1)=[O:9])[CH3:12], predict the reactants needed to synthesize it. The reactants are: [NH2:1][C:2]1[C:7]([C:8]([O:10][CH2:11][CH3:12])=[O:9])=[CH:6][N:5]=[C:4](S)[N:3]=1.[CH3:14][N:15]1[CH2:20][CH2:19][NH:18][CH2:17][CH2:16]1. (4) The reactants are: [CH:1]1([C:9]([N:11]2[CH2:16][CH2:15][N:14]([CH:17]3[CH2:20][CH2:19][CH2:18]3)[CH2:13][CH2:12]2)=[O:10])[C:3]2([CH2:8][CH2:7][NH:6][CH2:5][CH2:4]2)[CH2:2]1.[S:21]1[CH2:26][CH2:25][CH2:24][C:23](=O)[CH2:22]1.C(O[BH-](OC(=O)C)OC(=O)C)(=O)C.[Na+]. Given the product [CH:17]1([N:14]2[CH2:15][CH2:16][N:11]([C:9]([CH:1]3[C:3]4([CH2:8][CH2:7][N:6]([CH:23]5[CH2:24][CH2:25][CH2:26][S:21][CH2:22]5)[CH2:5][CH2:4]4)[CH2:2]3)=[O:10])[CH2:12][CH2:13]2)[CH2:18][CH2:19][CH2:20]1, predict the reactants needed to synthesize it. (5) Given the product [Cl:1][C:2]1[CH:3]=[C:4]([NH:5][CH:26]2[CH2:29][CH:28]([C:30]([OH:32])=[O:31])[CH2:27]2)[CH:6]=[CH:7][C:8]=1[C:9]1[O:13][N:12]=[C:11]([C:14]2[CH:19]=[CH:18][C:17]([O:20][CH:21]([CH3:22])[CH3:23])=[C:16]([Cl:24])[CH:15]=2)[N:10]=1, predict the reactants needed to synthesize it. The reactants are: [Cl:1][C:2]1[CH:3]=[C:4]([CH:6]=[CH:7][C:8]=1[C:9]1[O:13][N:12]=[C:11]([C:14]2[CH:19]=[CH:18][C:17]([O:20][CH:21]([CH3:23])[CH3:22])=[C:16]([Cl:24])[CH:15]=2)[N:10]=1)[NH2:5].O=[C:26]1[CH2:29][CH:28]([C:30]([OH:32])=[O:31])[CH2:27]1.C(O)(=O)C.C([BH3-])#N.[Na+]. (6) Given the product [F:56][C:2]1([F:1])[CH2:7][CH2:6][CH:5]([C:8]2[C:17]3[CH:16]([O:18][CH2:19][C:20]4[CH:21]=[CH:22][C:23]([O:26][CH3:27])=[CH:24][CH:25]=4)[CH2:15][C:14]([CH3:28])([CH3:29])[CH2:13][C:12]=3[N:11]=[C:10]([CH:30]3[CH2:31][CH2:32][N:33]([C:36]4[N:41]=[CH:40][C:39]([CH2:42][O:43][CH3:57])=[CH:38][N:37]=4)[CH2:34][CH2:35]3)[C:9]=2[CH:44]([F:55])[C:45]2[CH:46]=[CH:47][C:48]([C:51]([F:53])([F:52])[F:54])=[CH:49][CH:50]=2)[CH2:4][CH2:3]1, predict the reactants needed to synthesize it. The reactants are: [F:1][C:2]1([F:56])[CH2:7][CH2:6][CH:5]([C:8]2[C:17]3[CH:16]([O:18][CH2:19][C:20]4[CH:25]=[CH:24][C:23]([O:26][CH3:27])=[CH:22][CH:21]=4)[CH2:15][C:14]([CH3:29])([CH3:28])[CH2:13][C:12]=3[N:11]=[C:10]([CH:30]3[CH2:35][CH2:34][N:33]([C:36]4[N:41]=[CH:40][C:39]([CH2:42][OH:43])=[CH:38][N:37]=4)[CH2:32][CH2:31]3)[C:9]=2[CH:44]([F:55])[C:45]2[CH:50]=[CH:49][C:48]([C:51]([F:54])([F:53])[F:52])=[CH:47][CH:46]=2)[CH2:4][CH2:3]1.[CH3:57]O. (7) Given the product [Cl:17][C:5]1[C:4]2[C:9](=[CH:10][N:11]=[C:2]([Cl:1])[CH:3]=2)[N:8]=[CH:7][C:6]=1[C:12]#[N:13], predict the reactants needed to synthesize it. The reactants are: [Cl:1][C:2]1[CH:3]=[C:4]2[C:9](=[CH:10][N:11]=1)[N:8]=[CH:7][C:6]([C:12]#[N:13])=[C:5]2O.P(Cl)(Cl)([Cl:17])=O.